Dataset: Forward reaction prediction with 1.9M reactions from USPTO patents (1976-2016). Task: Predict the product of the given reaction. Given the reactants [F:1][C:2]1[CH:7]=[CH:6][C:5]([C:8]([F:11])([F:10])[F:9])=[CH:4][C:3]=1[OH:12].[F:13][C:14]1[CH:19]=[CH:18][C:17]([CH:20](O)[CH2:21][CH2:22][CH2:23][CH2:24][CH2:25][N:26]2[CH2:31][CH2:30][CH:29]([C:32]3[CH:33]=[C:34]([NH:38][C:39](=[O:43])[CH:40]([CH3:42])[CH3:41])[CH:35]=[CH:36][CH:37]=3)[CH2:28][CH2:27]2)=[CH:16][CH:15]=1.Cl, predict the reaction product. The product is: [F:13][C:14]1[CH:15]=[CH:16][C:17]([CH:20]([O:12][C:3]2[CH:4]=[C:5]([C:8]([F:10])([F:11])[F:9])[CH:6]=[CH:7][C:2]=2[F:1])[CH2:21][CH2:22][CH2:23][CH2:24][CH2:25][N:26]2[CH2:31][CH2:30][CH:29]([C:32]3[CH:33]=[C:34]([NH:38][C:39](=[O:43])[CH:40]([CH3:41])[CH3:42])[CH:35]=[CH:36][CH:37]=3)[CH2:28][CH2:27]2)=[CH:18][CH:19]=1.